This data is from Full USPTO retrosynthesis dataset with 1.9M reactions from patents (1976-2016). The task is: Predict the reactants needed to synthesize the given product. (1) Given the product [C:10]([O:9][C:7]([N:4]1[CH2:5][CH2:6][C@@H:2]([N:1]2[C:25]3[C:24](=[CH:29][C:28]([I:30])=[CH:27][CH:26]=3)[C:23](=[O:32])[C:17]([C:18]([O:20][CH2:21][CH3:22])=[O:19])=[CH:16]2)[CH2:3]1)=[O:8])([CH3:13])([CH3:12])[CH3:11], predict the reactants needed to synthesize it. The reactants are: [NH2:1][C@H:2]1[CH2:6][CH2:5][N:4]([C:7]([O:9][C:10]([CH3:13])([CH3:12])[CH3:11])=[O:8])[CH2:3]1.CN(C)/[CH:16]=[C:17](/[C:23](=[O:32])[C:24]1[CH:29]=[C:28]([I:30])[CH:27]=[CH:26][C:25]=1F)\[C:18]([O:20][CH2:21][CH3:22])=[O:19].C(=O)([O-])[O-].[K+].[K+]. (2) Given the product [CH3:1][O:2][C:3](=[O:26])[C@@H:4]([O:23][CH2:24][CH3:25])[CH2:5][C:7]1[CH:12]=[CH:11][C:10]([OH:13])=[CH:9][C:8]=1[O:21][CH3:22], predict the reactants needed to synthesize it. The reactants are: [CH3:1][O:2][C:3](=[O:26])[C@@H:4]([O:23][CH2:24][CH3:25])[C@@H:5]([C:7]1[CH:12]=[CH:11][C:10]([O:13]CC2C=CC=CC=2)=[CH:9][C:8]=1[O:21][CH3:22])O.O.O.C(O)(=O)C(O)=O. (3) Given the product [Cl:8][C:5]1[N:4]=[CH:3][C:2](/[CH:14]=[CH:15]\[O:16][CH2:17][CH3:18])=[CH:7][N:6]=1, predict the reactants needed to synthesize it. The reactants are: Br[C:2]1[CH:3]=[N:4][C:5]([Cl:8])=[N:6][CH:7]=1.C([Sn](CCCC)(CCCC)/[CH:14]=[CH:15]\[O:16][CH2:17][CH3:18])CCC. (4) Given the product [C:13]([O:11][CH2:10][C@@H:2]([CH2:3][C:4]1[CH:5]=[CH:6][CH:7]=[CH:8][CH:9]=1)[NH2:1])(=[O:12])[NH2:14], predict the reactants needed to synthesize it. The reactants are: [NH2:1][C@@H:2]([CH2:10][OH:11])[CH2:3][C:4]1[CH:9]=[CH:8][CH:7]=[CH:6][CH:5]=1.[O-:12][C:13]#[N:14].[Na+].CS(O)(=O)=O.[OH-].[Na+]. (5) Given the product [N:1]1([C:7](=[O:28])[CH2:8][CH2:9][CH2:10][N:11]2[C:23]3[C:22]4[CH2:21][CH2:20][CH2:19][CH2:18][C:17]=4[N:16]=[C:15]([NH2:24])[C:14]=3[N:13]=[C:12]2[CH2:25][CH2:26][CH3:27])[CH2:6][CH2:5][O:4][CH2:3][CH2:2]1, predict the reactants needed to synthesize it. The reactants are: [N:1]1([C:7](=[O:28])[CH2:8][CH2:9][CH2:10][N:11]2[C:23]3[C:22]4[CH:21]=[CH:20][CH:19]=[CH:18][C:17]=4[N:16]=[C:15]([NH2:24])[C:14]=3[N:13]=[C:12]2[CH2:25][CH2:26][CH3:27])[CH2:6][CH2:5][O:4][CH2:3][CH2:2]1.FC(F)(F)C(O)=O. (6) Given the product [C:9]([O:8][C:7](=[O:13])[NH:6][CH:4]1[CH2:5][N:2]([C:26]2[CH:27]=[N:28][CH:29]=[C:24]([Cl:23])[N:25]=2)[CH2:3]1)([CH3:10])([CH3:12])[CH3:11], predict the reactants needed to synthesize it. The reactants are: Cl.[NH:2]1[CH2:5][CH:4]([NH:6][C:7](=[O:13])[O:8][C:9]([CH3:12])([CH3:11])[CH3:10])[CH2:3]1.CCN(C(C)C)C(C)C.[Cl:23][C:24]1[CH:29]=[N:28][CH:27]=[C:26](Cl)[N:25]=1. (7) The reactants are: Cl[C:2]1[N:3]=[C:4]([N:14]2[CH2:19][CH2:18][O:17][CH2:16][C@@H:15]2[CH3:20])[C:5]2[CH2:10][N:9]([CH:11]([CH3:13])[CH3:12])[CH2:8][C:6]=2[N:7]=1.[F:21][C:22]1[CH:23]=[C:24]([NH:37][C:38]([NH:40][CH2:41][CH2:42][F:43])=[O:39])[CH:25]=[CH:26][C:27]=1B1OC(C)(C)C(C)(C)O1.ClCCl.C(=O)([O-])[O-].[Na+].[Na+]. Given the product [F:21][C:22]1[CH:23]=[C:24]([NH:37][C:38]([NH:40][CH2:41][CH2:42][F:43])=[O:39])[CH:25]=[CH:26][C:27]=1[C:2]1[N:3]=[C:4]([N:14]2[CH2:19][CH2:18][O:17][CH2:16][C@@H:15]2[CH3:20])[C:5]2[CH2:10][N:9]([CH:11]([CH3:13])[CH3:12])[CH2:8][C:6]=2[N:7]=1, predict the reactants needed to synthesize it. (8) Given the product [Cl:1][C:2]1[CH:7]=[C:6]([F:8])[CH:5]=[CH:4][C:3]=1[C@H:9]1[C:14]([C:15]([O:17][C@H:18]([CH3:24])[C:19]([O:21][CH2:22][CH3:23])=[O:20])=[O:16])=[C:13]([CH2:25][Br:38])[NH:12][C:11]([C:26]2[S:27][CH:28]=[CH:29][N:30]=2)=[N:10]1, predict the reactants needed to synthesize it. The reactants are: [Cl:1][C:2]1[CH:7]=[C:6]([F:8])[CH:5]=[CH:4][C:3]=1[C@H:9]1[C:14]([C:15]([O:17][C@H:18]([CH3:24])[C:19]([O:21][CH2:22][CH3:23])=[O:20])=[O:16])=[C:13]([CH3:25])[NH:12][C:11]([C:26]2[S:27][CH:28]=[CH:29][N:30]=2)=[N:10]1.C1C(=O)N([Br:38])C(=O)C1.